From a dataset of Catalyst prediction with 721,799 reactions and 888 catalyst types from USPTO. Predict which catalyst facilitates the given reaction. (1) Reactant: [Li][CH2:2]CCC.[CH2:6]([O:13][C:14]1[C:15](=O)[NH:16][C:17]2[C:22](C=1O)=[CH:21][C:20](Br)=[CH:19][CH:18]=2)[C:7]1[CH:12]=[CH:11][CH:10]=[CH:9][CH:8]=1.[C:27](=[O:29])=[O:28].IC.[C:32]([O-:35])([O-])=O.[Na+].[Na+].[CH2:38]([Cl:40])Cl. Product: [CH2:6]([O:13][C:14]1[C:15]([O:35][CH3:32])=[N:16][C:17]2[C:22]([C:38]=1[Cl:40])=[CH:21][C:20]([C:27]([O:29][CH3:2])=[O:28])=[CH:19][CH:18]=2)[C:7]1[CH:8]=[CH:9][CH:10]=[CH:11][CH:12]=1. The catalyst class is: 774. (2) Reactant: [CH2:1]([O:3][C:4]([N:6]1[CH2:11][CH2:10][N:9]([C:12]([CH:14]([NH:26][C:27]([C:29]2[CH:38]=[C:37]([O:39][CH3:40])[C:36]3[C:31](=[CH:32][CH:33]=[CH:34][CH:35]=3)[N:30]=2)=[O:28])[CH2:15][C:16]2[CH:21]=[CH:20][CH:19]=[CH:18][C:17]=2[C:22]([O:24]C)=[O:23])=[O:13])[CH2:8][CH2:7]1)=[O:5])[CH3:2].[Li+].[OH-]. Product: [CH2:1]([O:3][C:4]([N:6]1[CH2:7][CH2:8][N:9]([C:12]([CH:14]([NH:26][C:27]([C:29]2[CH:38]=[C:37]([O:39][CH3:40])[C:36]3[C:31](=[CH:32][CH:33]=[CH:34][CH:35]=3)[N:30]=2)=[O:28])[CH2:15][C:16]2[CH:21]=[CH:20][CH:19]=[CH:18][C:17]=2[C:22]([OH:24])=[O:23])=[O:13])[CH2:10][CH2:11]1)=[O:5])[CH3:2]. The catalyst class is: 5.